From a dataset of Catalyst prediction with 721,799 reactions and 888 catalyst types from USPTO. Predict which catalyst facilitates the given reaction. (1) Reactant: [NH:1]([C:33]([O:35][CH2:36][CH:37]1[C:49]2[C:44](=[CH:45][CH:46]=[CH:47][CH:48]=2)[C:43]2[C:38]1=[CH:39][CH:40]=[CH:41][CH:42]=2)=[O:34])[C@H:2]([C:10]([N:12]([CH3:32])[C@H:13]([C:17]([NH:19][C@H:20]([C:29]([NH2:31])=[O:30])[CH2:21][C:22]1[CH:27]=[CH:26][C:25]([OH:28])=[CH:24][CH:23]=1)=[O:18])[CH:14]([CH3:16])[CH3:15])=[O:11])[CH2:3][C:4]1[CH:9]=[CH:8][CH:7]=[CH:6][CH:5]=1.O.[N+:51]([O-])([OH:53])=[O:52]. Product: [NH:1]([C:33]([O:35][CH2:36][CH:37]1[C:38]2[C:43](=[CH:42][CH:41]=[CH:40][CH:39]=2)[C:44]2[C:49]1=[CH:48][CH:47]=[CH:46][CH:45]=2)=[O:34])[C@H:2]([C:10]([N:12]([CH3:32])[C@H:13]([C:17]([NH:19][C@H:20]([C:29]([NH2:31])=[O:30])[CH2:21][C:22]1[CH:27]=[CH:26][C:25]([OH:28])=[C:24]([N+:51]([O-:53])=[O:52])[CH:23]=1)=[O:18])[CH:14]([CH3:16])[CH3:15])=[O:11])[CH2:3][C:4]1[CH:5]=[CH:6][CH:7]=[CH:8][CH:9]=1. The catalyst class is: 322. (2) Product: [NH2:8][C@@H:9]([CH2:14][C:15]1[CH:16]=[CH:17][CH:18]=[CH:19][CH:20]=1)[C@@H:10]([OH:13])[C:11]([OH:24])=[O:25]. The catalyst class is: 6. Reactant: C(OC([NH:8][C@@H:9]([CH2:14][C:15]1[CH:20]=[CH:19][CH:18]=[CH:17][CH:16]=1)[C@H:10]([OH:13])[CH2:11]Cl)=O)(C)(C)C.CC([OH:24])C.[OH-:25].[Na+].C(O)(=O)CC(CC(O)=O)(C(O)=O)O. (3) Reactant: [Cl:1][C:2]1[CH:7]=[C:6]([Cl:8])[CH:5]=[CH:4][C:3]=1[CH2:9][N:10]1[C:15](=[O:16])[C:14]([C:17]([NH:19][CH2:20][C:21]([O:23]CC)=[O:22])=[O:18])=[C:13]([OH:26])[C:12]([C:27]([O:29]C)=O)=[C:11]1[OH:31].[F:32][C:33]1[CH:39]=[CH:38][C:37]([C:40]([F:43])([F:42])[F:41])=[CH:36][C:34]=1[NH2:35]. Product: [Cl:1][C:2]1[CH:7]=[C:6]([Cl:8])[CH:5]=[CH:4][C:3]=1[CH2:9][N:10]1[C:11]([OH:31])=[C:12]([C:27]([NH:35][C:34]2[CH:36]=[C:37]([C:40]([F:41])([F:42])[F:43])[CH:38]=[CH:39][C:33]=2[F:32])=[O:29])[C:13]([OH:26])=[C:14]([C:17]([NH:19][CH2:20][C:21]([OH:23])=[O:22])=[O:18])[C:15]1=[O:16]. The catalyst class is: 22.